From a dataset of Catalyst prediction with 721,799 reactions and 888 catalyst types from USPTO. Predict which catalyst facilitates the given reaction. (1) Reactant: [Br:1][C:2]1[CH:7]=[CH:6][C:5]([C:8](=O)/[CH:9]=[CH:10]/[N:11](C)C)=[C:4]([N+:15]([O-:17])=[O:16])[CH:3]=1.Cl.[CH:19]1([NH:24]N)[CH2:23][CH2:22][CH2:21][CH2:20]1.O.C(OCC)(=O)C.[OH-].[Na+]. Product: [Br:1][C:2]1[CH:7]=[CH:6][C:5]([C:8]2[N:24]([CH:19]3[CH2:23][CH2:22][CH2:21][CH2:20]3)[N:11]=[CH:10][CH:9]=2)=[C:4]([N+:15]([O-:17])=[O:16])[CH:3]=1. The catalyst class is: 15. (2) Reactant: CS(C)=O.C(Cl)(=O)C(Cl)=O.[OH:11][CH2:12][C:13]1[CH:14]=[C:15]([N:19]([CH2:25][C:26]2[CH:27]=[N:28][CH:29]=[CH:30][CH:31]=2)[S:20]([CH2:23][CH3:24])(=[O:22])=[O:21])[CH:16]=[CH:17][CH:18]=1.N#N.C([O-])(O)=O.[Na+]. Product: [CH:12]([C:13]1[CH:14]=[C:15]([N:19]([CH2:25][C:26]2[CH:27]=[N:28][CH:29]=[CH:30][CH:31]=2)[S:20]([CH2:23][CH3:24])(=[O:22])=[O:21])[CH:16]=[CH:17][CH:18]=1)=[O:11]. The catalyst class is: 343. (3) Reactant: [CH2:1]([S:3][C:4]1[C:9]([C:10](O)=[O:11])=[C:8]([C:13]([F:16])([F:15])[F:14])[CH:7]=[C:6]([N:17]2[CH2:22][CH2:21][O:20][CH2:19][CH2:18]2)[N:5]=1)[CH3:2].CN(C(ON1N=NC2C=CC=NC1=2)=[N+](C)C)C.F[P-](F)(F)(F)(F)F.CCN(CC)CC.[F:54][C:55]1[CH:56]=[C:57]([CH:60]=[CH:61][CH:62]=1)[CH2:58][NH2:59]. Product: [CH2:1]([S:3][C:4]1[C:9]([C:10]([NH:59][CH2:58][C:57]2[CH:60]=[CH:61][CH:62]=[C:55]([F:54])[CH:56]=2)=[O:11])=[C:8]([C:13]([F:15])([F:14])[F:16])[CH:7]=[C:6]([N:17]2[CH2:22][CH2:21][O:20][CH2:19][CH2:18]2)[N:5]=1)[CH3:2]. The catalyst class is: 1. (4) Reactant: [OH:1][C@H:2]1[C@@H:7]([OH:8])[C@H:6]([OH:9])[C@@H:5]([CH2:10][OH:11])[O:4][C@@H:3]1[C:12]1[CH:13]=[C:14]([C:18]2[CH:23]=[C:22]([C:24]([O:26]C)=[O:25])[CH:21]=[C:20]([C:28]([O:30]C)=[O:29])[CH:19]=2)[CH:15]=[CH:16][CH:17]=1.[Li+].[OH-].Cl. The catalyst class is: 20. Product: [OH:1][C@H:2]1[C@@H:7]([OH:8])[C@H:6]([OH:9])[C@@H:5]([CH2:10][OH:11])[O:4][C@@H:3]1[C:12]1[CH:13]=[C:14]([C:18]2[CH:23]=[C:22]([C:24]([OH:26])=[O:25])[CH:21]=[C:20]([C:28]([OH:30])=[O:29])[CH:19]=2)[CH:15]=[CH:16][CH:17]=1. (5) Reactant: [Cl:1][C:2]1[CH:3]=[C:4]([O:12][C:13]2[CH:20]=[CH:19][C:16]([C:17]#[N:18])=[CH:15][C:14]=2[C:21]2[C:22]([O:27][CH3:28])=[N:23][CH:24]=[CH:25][CH:26]=2)[CH:5]=[N:6][C:7]=1[O:8][CH:9]([CH3:11])[CH3:10].C(=O)([O-])[O-:30].[K+].[K+].OO.O. Product: [Cl:1][C:2]1[CH:3]=[C:4]([O:12][C:13]2[CH:20]=[CH:19][C:16]([C:17]([NH2:18])=[O:30])=[CH:15][C:14]=2[C:21]2[C:22]([O:27][CH3:28])=[N:23][CH:24]=[CH:25][CH:26]=2)[CH:5]=[N:6][C:7]=1[O:8][CH:9]([CH3:10])[CH3:11]. The catalyst class is: 16. (6) Reactant: [C:1]([O:9][C:10]1[C:15](=[O:16])[N:14]([CH3:17])[C:13]([C:18]2([CH3:41])[CH2:23][N:22]([C:24]([O:26][C:27]([CH3:30])([CH3:29])[CH3:28])=[O:25])[CH2:21][CH2:20][N:19]2C(OCC2C=CC=CC=2)=O)=[N:12][C:11]=1[C:42]([O:44][CH3:45])=[O:43])(=[O:8])[C:2]1[CH:7]=[CH:6][CH:5]=[CH:4][CH:3]=1. Product: [C:1]([O:9][C:10]1[C:15](=[O:16])[N:14]([CH3:17])[C:13]([C:18]2([CH3:41])[CH2:23][N:22]([C:24]([O:26][C:27]([CH3:29])([CH3:30])[CH3:28])=[O:25])[CH2:21][CH2:20][NH:19]2)=[N:12][C:11]=1[C:42]([O:44][CH3:45])=[O:43])(=[O:8])[C:2]1[CH:7]=[CH:6][CH:5]=[CH:4][CH:3]=1. The catalyst class is: 99. (7) Reactant: [F:1][C:2]1[CH:3]=[C:4]([C:12]2[C:20]3[CH2:19][CH2:18][CH:17]([NH2:21])[C:16]=3[CH:15]=[N:14][CH:13]=2)[CH:5]=[CH:6][C:7]=1[C:8]([F:11])([F:10])[F:9].C(N(CC)C(C)C)(C)C.[CH:31]1([S:34](Cl)(=[O:36])=[O:35])[CH2:33][CH2:32]1. Product: [F:1][C:2]1[CH:3]=[C:4]([C:12]2[C:20]3[CH2:19][CH2:18][CH:17]([NH:21][S:34]([CH:31]4[CH2:33][CH2:32]4)(=[O:36])=[O:35])[C:16]=3[CH:15]=[N:14][CH:13]=2)[CH:5]=[CH:6][C:7]=1[C:8]([F:9])([F:11])[F:10]. The catalyst class is: 3. (8) Reactant: [Cl:1][C:2]1[CH:7]=[C:6]([N+:8]([O-:10])=[O:9])[C:5]([O:11][CH3:12])=[CH:4][C:3]=1[N:13]1[CH2:18][CH2:17][CH:16]([N:19]2[CH2:24][CH2:23][NH:22][CH2:21][CH2:20]2)[CH2:15][CH2:14]1.[F:25][CH:26](I)[CH3:27].C([O-])([O-])=O.[Na+].[Na+]. Product: [Cl:1][C:2]1[CH:7]=[C:6]([N+:8]([O-:10])=[O:9])[C:5]([O:11][CH3:12])=[CH:4][C:3]=1[N:13]1[CH2:18][CH2:17][CH:16]([N:19]2[CH2:20][CH2:21][N:22]([CH2:27][CH2:26][F:25])[CH2:23][CH2:24]2)[CH2:15][CH2:14]1. The catalyst class is: 10. (9) Reactant: [Br:1][C:2]1[C:3]([CH3:10])=[N:4][C:5]([OH:9])=[N:6][C:7]=1[CH3:8].Br[CH2:12][CH2:13][O:14][Si:15]([C:18]([CH3:21])([CH3:20])[CH3:19])([CH3:17])[CH3:16].C(=O)([O-])[O-].[K+].[K+].CN(C=O)C. Product: [Br:1][C:2]1[C:3]([CH3:10])=[N:4][C:5]([O:9][CH2:12][CH2:13][O:14][Si:15]([C:18]([CH3:21])([CH3:20])[CH3:19])([CH3:17])[CH3:16])=[N:6][C:7]=1[CH3:8]. The catalyst class is: 6.